This data is from Forward reaction prediction with 1.9M reactions from USPTO patents (1976-2016). The task is: Predict the product of the given reaction. Given the reactants [OH:1][C:2]1[C:11]2[C:6](=[CH:7][CH:8]=[C:9]([I:12])[CH:10]=2)[N:5]=[N:4][C:3]=1[C:13]([O:15]CC)=O.[Cl:18][C:19]1[CH:26]=[CH:25][C:22]([CH2:23][NH2:24])=[CH:21][CH:20]=1, predict the reaction product. The product is: [Cl:18][C:19]1[CH:26]=[CH:25][C:22]([CH2:23][NH:24][C:13]([C:3]2[N:4]=[N:5][C:6]3[C:11]([C:2]=2[OH:1])=[CH:10][C:9]([I:12])=[CH:8][CH:7]=3)=[O:15])=[CH:21][CH:20]=1.